From a dataset of Forward reaction prediction with 1.9M reactions from USPTO patents (1976-2016). Predict the product of the given reaction. (1) Given the reactants [CH2:1]([N:3]1[C:7]([NH:8][C:9](=[C:14]([C:18]([O-:20])=O)[C:15]([O-:17])=[O:16])[C:10]([F:13])([F:12])[F:11])=[CH:6][CH:5]=[N:4]1)[CH3:2].[C:21]1(C)C=CC=C[CH:22]=1, predict the reaction product. The product is: [CH2:1]([N:3]1[C:7]2=[N:8][C:9]([C:10]([F:11])([F:12])[F:13])=[C:14]([C:15]([O:17][CH2:21][CH3:22])=[O:16])[C:18]([OH:20])=[C:6]2[CH:5]=[N:4]1)[CH3:2]. (2) Given the reactants Br[C:2]1[CH:3]=[N:4][CH:5]=[C:6]([O:8][CH2:9][C:10]([F:13])([F:12])[F:11])[CH:7]=1.[CH2:14]([O:16][C:17]([O:23][CH2:24][CH3:25])([O:20][CH2:21][CH3:22])[C:18]#[CH:19])[CH3:15], predict the reaction product. The product is: [CH2:24]([O:23][C:17]([O:16][CH2:14][CH3:15])([O:20][CH2:21][CH3:22])[C:18]#[C:19][C:2]1[CH:3]=[N:4][CH:5]=[C:6]([O:8][CH2:9][C:10]([F:13])([F:12])[F:11])[CH:7]=1)[CH3:25]. (3) Given the reactants [CH2:1]([N:8](C(OC(C)(C)C)=O)[CH2:9][CH2:10][C:11]1[CH:16]=[CH:15][C:14]([C:17]2[CH:22]=[CH:21][C:20]([C:23]([O:25][CH3:26])=[O:24])=[C:19]([NH:27][CH:28]([CH3:30])[CH3:29])[CH:18]=2)=[CH:13][CH:12]=1)[C:2]1[CH:7]=[CH:6][CH:5]=[CH:4][CH:3]=1.Cl, predict the reaction product. The product is: [CH2:1]([NH:8][CH2:9][CH2:10][C:11]1[CH:16]=[CH:15][C:14]([C:17]2[CH:22]=[CH:21][C:20]([C:23]([O:25][CH3:26])=[O:24])=[C:19]([NH:27][CH:28]([CH3:30])[CH3:29])[CH:18]=2)=[CH:13][CH:12]=1)[C:2]1[CH:3]=[CH:4][CH:5]=[CH:6][CH:7]=1. (4) Given the reactants FC(F)(F)C(O)=O.C(OC(=O)[N:14]([C:23]1[CH:28]=[C:27]([N:29]2[CH2:34][CH2:33][S:32][CH2:31][CH2:30]2)[CH:26]=[C:25]([CH2:35][S:36][C:37]2[O:38][C:39]([CH3:43])=[C:40]([CH3:42])[N:41]=2)[N:24]=1)[CH2:15][C:16]1[CH:21]=[CH:20][CH:19]=[C:18]([F:22])[N:17]=1)(C)(C)C, predict the reaction product. The product is: [CH3:42][C:40]1[N:41]=[C:37]([S:36][CH2:35][C:25]2[N:24]=[C:23]([NH:14][CH2:15][C:16]3[CH:21]=[CH:20][CH:19]=[C:18]([F:22])[N:17]=3)[CH:28]=[C:27]([N:29]3[CH2:30][CH2:31][S:32][CH2:33][CH2:34]3)[CH:26]=2)[O:38][C:39]=1[CH3:43]. (5) The product is: [OH:32][C:18]([C:10]1[CH:11]=[C:12]([C:14]([O:16][CH3:17])=[O:15])[CH:13]=[C:8]([C:5]2[CH:6]=[CH:7][C:2]([CH3:1])=[CH:3][CH:4]=2)[N:9]=1)([CH3:20])[CH3:19]. Given the reactants [CH3:1][C:2]1[CH:7]=[CH:6][C:5]([C:8]2[CH:13]=[C:12]([C:14]([O:16][CH3:17])=[O:15])[CH:11]=[C:10]([C:18]([CH3:20])=[CH2:19])[N:9]=2)=[CH:4][CH:3]=1.[BH4-].C([N+](CC)(CC)CC)C.C([O-])(O)=[O:32].[Na+], predict the reaction product. (6) Given the reactants [CH3:1][O:2][C:3]([C:5]1[CH:14]=[C:13]([OH:15])[C:12]2[C:7](=[C:8]([O:17][CH2:18][C:19]3[CH:24]=[CH:23][CH:22]=[CH:21][CH:20]=3)[CH:9]=[C:10](Br)[CH:11]=2)[N:6]=1)=[O:4], predict the reaction product. The product is: [CH3:1][O:2][C:3]([C:5]1[CH:14]=[C:13]([OH:15])[C:12]2[C:7](=[C:8]([O:17][CH2:18][C:19]3[CH:24]=[CH:23][CH:22]=[CH:21][CH:20]=3)[CH:9]=[C:10]([CH2:13][C:12]3[CH:7]=[CH:8][CH:9]=[CH:10][CH:11]=3)[CH:11]=2)[N:6]=1)=[O:4].